Dataset: Blood-brain barrier penetration binary classification data from Martins et al.. Task: Regression/Classification. Given a drug SMILES string, predict its absorption, distribution, metabolism, or excretion properties. Task type varies by dataset: regression for continuous measurements (e.g., permeability, clearance, half-life) or binary classification for categorical outcomes (e.g., BBB penetration, CYP inhibition). Dataset: bbb_martins. (1) The drug is CNC1Cc2ccccc2N(C)c2ccccc21. The result is 1 (penetrates BBB). (2) The molecule is CCCCCCCCCNc1ncnc2[nH]ccc12. The result is 1 (penetrates BBB). (3) The molecule is Cc1c(F)c(N2CCNC(C)C2)cc2c1c(=O)c(C(=O)O)cn2C1CC1. The result is 0 (does not penetrate BBB).